This data is from NCI-60 drug combinations with 297,098 pairs across 59 cell lines. The task is: Regression. Given two drug SMILES strings and cell line genomic features, predict the synergy score measuring deviation from expected non-interaction effect. (1) Drug 1: CCC1(CC2CC(C3=C(CCN(C2)C1)C4=CC=CC=C4N3)(C5=C(C=C6C(=C5)C78CCN9C7C(C=CC9)(C(C(C8N6C=O)(C(=O)OC)O)OC(=O)C)CC)OC)C(=O)OC)O.OS(=O)(=O)O. Drug 2: C1C(C(OC1N2C=NC3=C2NC=NCC3O)CO)O. Cell line: K-562. Synergy scores: CSS=44.6, Synergy_ZIP=4.89, Synergy_Bliss=-5.29, Synergy_Loewe=-60.3, Synergy_HSA=-19.0. (2) Drug 1: CC1=C(C(CCC1)(C)C)C=CC(=CC=CC(=CC(=O)O)C)C. Drug 2: CC1=C(C=C(C=C1)C(=O)NC2=CC(=CC(=C2)C(F)(F)F)N3C=C(N=C3)C)NC4=NC=CC(=N4)C5=CN=CC=C5. Cell line: ACHN. Synergy scores: CSS=3.95, Synergy_ZIP=-1.18, Synergy_Bliss=1.74, Synergy_Loewe=-1.04, Synergy_HSA=0.423. (3) Drug 1: CCN(CC)CCCC(C)NC1=C2C=C(C=CC2=NC3=C1C=CC(=C3)Cl)OC. Drug 2: C1C(C(OC1N2C=NC3=C2NC=NCC3O)CO)O. Cell line: SK-OV-3. Synergy scores: CSS=11.9, Synergy_ZIP=-5.17, Synergy_Bliss=4.48, Synergy_Loewe=-7.83, Synergy_HSA=1.75. (4) Drug 1: CC1=C(C=C(C=C1)NC2=NC=CC(=N2)N(C)C3=CC4=NN(C(=C4C=C3)C)C)S(=O)(=O)N.Cl. Drug 2: CC1=CC2C(CCC3(C2CCC3(C(=O)C)OC(=O)C)C)C4(C1=CC(=O)CC4)C. Cell line: SK-MEL-28. Synergy scores: CSS=-5.02, Synergy_ZIP=3.28, Synergy_Bliss=-0.511, Synergy_Loewe=-5.70, Synergy_HSA=-5.17. (5) Drug 1: COC1=CC(=CC(=C1O)OC)C2C3C(COC3=O)C(C4=CC5=C(C=C24)OCO5)OC6C(C(C7C(O6)COC(O7)C8=CC=CS8)O)O. Drug 2: CC1=C(N=C(N=C1N)C(CC(=O)N)NCC(C(=O)N)N)C(=O)NC(C(C2=CN=CN2)OC3C(C(C(C(O3)CO)O)O)OC4C(C(C(C(O4)CO)O)OC(=O)N)O)C(=O)NC(C)C(C(C)C(=O)NC(C(C)O)C(=O)NCCC5=NC(=CS5)C6=NC(=CS6)C(=O)NCCC[S+](C)C)O. Cell line: IGROV1. Synergy scores: CSS=46.4, Synergy_ZIP=-9.00, Synergy_Bliss=-4.47, Synergy_Loewe=1.66, Synergy_HSA=3.32. (6) Drug 1: C1=CN(C=N1)CC(O)(P(=O)(O)O)P(=O)(O)O. Drug 2: C(CCl)NC(=O)N(CCCl)N=O. Cell line: HCC-2998. Synergy scores: CSS=0.396, Synergy_ZIP=8.66, Synergy_Bliss=3.21, Synergy_Loewe=-5.51, Synergy_HSA=-2.46.